Dataset: Full USPTO retrosynthesis dataset with 1.9M reactions from patents (1976-2016). Task: Predict the reactants needed to synthesize the given product. (1) Given the product [CH2:1]([C:3]1([C:11]2[CH:16]=[CH:15][CH:14]=[C:13]([O:17][CH3:18])[CH:12]=2)[CH2:9][CH2:8][CH2:7][CH2:6][NH:5][CH2:4]1)[CH3:2], predict the reactants needed to synthesize it. The reactants are: [CH2:1]([C:3]1([C:11]2[CH:16]=[CH:15][CH:14]=[C:13]([O:17][CH3:18])[CH:12]=2)[CH2:9][CH2:8][CH2:7][CH2:6][NH:5][C:4]1=O)[CH3:2].[H-].[H-].[H-].[H-].[Li+].[Al+3]. (2) Given the product [N:91]1([C:22]2[N:21]=[C:20]([CH2:19][N:15]3[C@@H:14]([CH3:28])[C@@H:13]([C:5]4[CH:4]=[C:3]([C:2]([F:30])([F:29])[F:1])[CH:8]=[C:7]([C:9]([F:12])([F:11])[F:10])[CH:6]=4)[O:17][C:16]3=[O:18])[C:25]([B:40]3[O:41][C:42]([CH3:47])([CH3:48])[C:43]([CH3:45])([CH3:46])[O:44]3)=[CH:24][CH:23]=2)[CH2:89][CH2:88][CH2:93]1, predict the reactants needed to synthesize it. The reactants are: [F:1][C:2]([F:30])([F:29])[C:3]1[CH:4]=[C:5]([C@H:13]2[O:17][C:16](=[O:18])[N:15]([CH2:19][C:20]3[C:25](Br)=[CH:24][CH:23]=[C:22](Cl)[N:21]=3)[C@H:14]2[CH3:28])[CH:6]=[C:7]([C:9]([F:12])([F:11])[F:10])[CH:8]=1.[B:40]1([B:40]2[O:44][C:43]([CH3:46])([CH3:45])[C:42]([CH3:48])([CH3:47])[O:41]2)[O:44][C:43]([CH3:46])([CH3:45])[C:42]([CH3:48])([CH3:47])[O:41]1.C([O-])(=O)C.[K+].C1(P(C2CCCCC2)C2C=CC=CC=2C2C(C(C)C)=CC(C(C)C)=CC=2C(C)C)CCCCC1.[CH3:88][C:89]([N:91]([CH3:93])C)=O. (3) Given the product [C:25]([O:24][C:22]([NH:21][C@@H:17]([CH:18]([CH3:20])[CH3:19])[C:16]([N:7]1[CH2:8][C@H:9]([C:10]2[CH:15]=[CH:14][CH:13]=[CH:12][CH:11]=2)[C@@H:5]([C:3]([OH:4])=[O:2])[CH2:6]1)=[O:29])=[O:23])([CH3:28])([CH3:27])[CH3:26], predict the reactants needed to synthesize it. The reactants are: C[O:2][C:3]([C@@H:5]1[C@@H:9]([C:10]2[CH:15]=[CH:14][CH:13]=[CH:12][CH:11]=2)[CH2:8][N:7]([C:16](=[O:29])[C@@H:17]([NH:21][C:22]([O:24][C:25]([CH3:28])([CH3:27])[CH3:26])=[O:23])[CH:18]([CH3:20])[CH3:19])[CH2:6]1)=[O:4].CO.O.[Li+].[OH-]. (4) Given the product [C:2]([O:5][C:6]([NH:8][C@@H:9]([CH2:10][C:11]1[CH:16]=[CH:15][C:14]([C:26]2[CH:25]=[CH:24][CH:23]=[C:22]([Cl:21])[CH:27]=2)=[CH:13][CH:12]=1)[C:18]([OH:20])=[O:19])=[O:7])([CH3:4])([CH3:3])[CH3:1], predict the reactants needed to synthesize it. The reactants are: [CH3:1][C:2]([O:5][C:6]([NH:8][C@H:9]([C:18]([OH:20])=[O:19])[CH2:10][C:11]1[CH:16]=[CH:15][C:14](Br)=[CH:13][CH:12]=1)=[O:7])([CH3:4])[CH3:3].[Cl:21][C:22]1[CH:23]=[C:24](B(O)O)[CH:25]=[CH:26][CH:27]=1. (5) Given the product [CH2:1]([C:8]1[C:17]2[C:12](=[CH:13][CH:14]=[CH:15][CH:16]=2)[C:11]([N:18]2[CH2:19][CH2:20][N:21]([C:24]3[N:25]=[CH:26][C:27]([NH:30][C:31](=[O:33])[CH3:32])=[CH:28][N:29]=3)[CH2:22][CH2:23]2)=[N:10][N:9]=1)[C:2]1[CH:7]=[CH:6][CH:5]=[CH:4][CH:3]=1, predict the reactants needed to synthesize it. The reactants are: [CH2:1]([C:8]1[C:17]2[C:12](=[CH:13][CH:14]=[CH:15][CH:16]=2)[C:11]([N:18]2[CH2:23][CH2:22][N:21]([C:24]3[N:29]=[CH:28][C:27]([NH2:30])=[CH:26][N:25]=3)[CH2:20][CH2:19]2)=[N:10][N:9]=1)[C:2]1[CH:7]=[CH:6][CH:5]=[CH:4][CH:3]=1.[C:31](OC(=O)C)(=[O:33])[CH3:32]. (6) Given the product [Cl:1][C:2]1[CH:3]=[CH:4][C:5]([C:8]2[S:9][C:10]([CH:13]([O:15][C:19]3[CH:25]4[CH2:26][CH:22]([CH2:23][CH2:24]4)[C:21](=[O:27])[CH:20]=3)[CH3:14])=[CH:11][N:12]=2)=[CH:6][CH:7]=1, predict the reactants needed to synthesize it. The reactants are: [Cl:1][C:2]1[CH:7]=[CH:6][C:5]([C:8]2[S:9][C:10]([CH:13]([OH:15])[CH3:14])=[CH:11][N:12]=2)=[CH:4][CH:3]=1.[H-].[Na+].Cl[C:19]1[CH:25]2[CH2:26][CH:22]([CH2:23][CH2:24]2)[C:21](=[O:27])[CH:20]=1.